From a dataset of Forward reaction prediction with 1.9M reactions from USPTO patents (1976-2016). Predict the product of the given reaction. (1) Given the reactants [H-].[Na+].[C:3]([O:9][C:10]([CH3:13])(C)C)(=[O:8])[CH2:4][C:5]([CH3:7])=[O:6].Cl.Cl[CH2:16][C:17]1[CH:22]=[CH:21][N:20]=[CH:19][CH:18]=1.C(=O)([O-])O.[Na+], predict the reaction product. The product is: [C:5]([CH:4]([CH2:16][C:17]1[CH:22]=[CH:21][N:20]=[CH:19][CH:18]=1)[C:3]([O:9][CH2:10][CH3:13])=[O:8])(=[O:6])[CH3:7]. (2) Given the reactants Br[C:2]1[CH:3]=[C:4]([NH:10][C:11]([CH:13]2[CH2:16][CH2:15][CH2:14]2)=[O:12])[C:5](=[O:9])[N:6]([CH3:8])[CH:7]=1.[C:17]([O:20][CH2:21][C:22]1[C:23]([N:31]2[CH2:42][CH2:41][N:40]3[C:33](=[CH:34][C:35]4[CH2:36][C:37]([CH3:44])([CH3:43])[CH2:38][C:39]=43)[C:32]2=[O:45])=[N:24][CH:25]=[CH:26][C:27]=1B(O)O)(=[O:19])[CH3:18].CC([O-])=O.[Na+], predict the reaction product. The product is: [C:17]([O:20][CH2:21][C:22]1[C:23]([N:31]2[CH2:42][CH2:41][N:40]3[C:33](=[CH:34][C:35]4[CH2:36][C:37]([CH3:44])([CH3:43])[CH2:38][C:39]=43)[C:32]2=[O:45])=[N:24][CH:25]=[CH:26][C:27]=1[C:2]1[CH:3]=[C:4]([NH:10][C:11]([CH:13]2[CH2:16][CH2:15][CH2:14]2)=[O:12])[C:5](=[O:9])[N:6]([CH3:8])[CH:7]=1)(=[O:19])[CH3:18]. (3) Given the reactants [F:1][C:2]1[CH:7]=[CH:6][C:5]([S:8]([N:11]2[C:20]3[C:15](=[CH:16][C:17]([CH3:22])=[C:18]([NH2:21])[CH:19]=3)[CH2:14][CH2:13][CH2:12]2)(=[O:10])=[O:9])=[CH:4][CH:3]=1.[Cl:23][C:24]1[CH:32]=[CH:31][CH:30]=[C:29]([F:33])[C:25]=1[C:26](Cl)=[O:27].CCN(C(C)C)C(C)C, predict the reaction product. The product is: [Cl:23][C:24]1[CH:32]=[CH:31][CH:30]=[C:29]([F:33])[C:25]=1[C:26]([NH:21][C:18]1[CH:19]=[C:20]2[C:15]([CH2:14][CH2:13][CH2:12][N:11]2[S:8]([C:5]2[CH:6]=[CH:7][C:2]([F:1])=[CH:3][CH:4]=2)(=[O:9])=[O:10])=[CH:16][C:17]=1[CH3:22])=[O:27]. (4) Given the reactants Br[C:2]1[CH:7]=[CH:6][C:5]([C:8](=[C:16]2[CH2:21][C:20]([CH3:23])([CH3:22])[O:19][C:18]([CH3:25])([CH3:24])[CH2:17]2)[C:9]2[CH:14]=[CH:13][C:12]([OH:15])=[CH:11][CH:10]=2)=[CH:4][CH:3]=1.[CH3:26][C:27](=[CH2:35])[C:28]([O:30][C:31]([CH3:34])([CH3:33])[CH3:32])=[O:29], predict the reaction product. The product is: [OH:15][C:12]1[CH:13]=[CH:14][C:9]([C:8](=[C:16]2[CH2:21][C:20]([CH3:23])([CH3:22])[O:19][C:18]([CH3:24])([CH3:25])[CH2:17]2)[C:5]2[CH:6]=[CH:7][C:2](/[CH:26]=[C:27](\[CH3:35])/[C:28]([O:30][C:31]([CH3:34])([CH3:33])[CH3:32])=[O:29])=[CH:3][CH:4]=2)=[CH:10][CH:11]=1. (5) Given the reactants [Cl:1][C:2]1[C:7]([CH3:8])=[CH:6][C:5]([C:9](=O)[CH2:10][CH3:11])=[CH:4][C:3]=1[CH3:13].[Br:14][C:15]1[CH:16]=[C:17]([CH:19]=[CH:20][CH:21]=1)[NH2:18].[B][B][B][B][B][B][B][B][B][B], predict the reaction product. The product is: [Br:14][C:15]1[CH:16]=[C:17]([NH:18][CH:9]([C:5]2[CH:6]=[C:7]([CH3:8])[C:2]([Cl:1])=[C:3]([CH3:13])[CH:4]=2)[CH2:10][CH3:11])[CH:19]=[CH:20][CH:21]=1. (6) Given the reactants O[C:2]([CH3:13])([CH3:12])[CH2:3][NH:4][C:5](=[O:11])[O:6][C:7]([CH3:10])([CH3:9])[CH3:8].C(N(S(F)(F)[F:20])CC)C.C([O-])(O)=O.[Na+], predict the reaction product. The product is: [F:20][C:2]([CH3:13])([CH3:12])[CH2:3][NH:4][C:5](=[O:11])[O:6][C:7]([CH3:10])([CH3:9])[CH3:8].